From a dataset of Forward reaction prediction with 1.9M reactions from USPTO patents (1976-2016). Predict the product of the given reaction. The product is: [NH2:27][C:21]1[N:20]=[C:19]([O:28][CH2:29][CH2:30][O:31][CH3:32])[N:18]=[C:17]2[C:22]=1[N:23]=[C:24]([O:25][CH3:26])[N:16]2[CH2:15][CH2:14][CH:11]1[CH2:10][CH2:9][N:8]([CH2:6][C:42]2[CH:49]=[CH:48][C:45]([CH2:46][OH:47])=[CH:44][CH:43]=2)[CH2:13][CH2:12]1. Given the reactants C(O[C:6]([N:8]1[CH2:13][CH2:12][CH:11]([CH2:14][CH2:15][N:16]2[C:24]([O:25][CH3:26])=[N:23][C:22]3[C:17]2=[N:18][C:19]([O:28][CH2:29][CH2:30][O:31][CH3:32])=[N:20][C:21]=3[NH2:27])[CH2:10][CH2:9]1)=O)(C)(C)C.FC(F)(F)C(O)=O.ClC[C:42]1[CH:49]=[CH:48][C:45]([CH2:46][OH:47])=[CH:44][CH:43]=1.C(=O)([O-])[O-].[K+].[K+], predict the reaction product.